This data is from Catalyst prediction with 721,799 reactions and 888 catalyst types from USPTO. The task is: Predict which catalyst facilitates the given reaction. (1) Reactant: [N:1]1[NH:2][C:3](=[O:11])[CH:4]=[C:5]2[CH2:10][CH2:9][CH2:8][O:7][C:6]=12.[H-].[Na+].C1C=CC(N([S:21]([C:24]([F:27])([F:26])[F:25])(=[O:23])=[O:22])[S:21]([C:24]([F:27])([F:26])[F:25])(=[O:23])=[O:22])=CC=1. Product: [F:25][C:24]([F:27])([F:26])[S:21]([O:11][C:3]1[N:2]=[N:1][C:6]2[O:7][CH2:8][CH2:9][CH2:10][C:5]=2[CH:4]=1)(=[O:23])=[O:22]. The catalyst class is: 39. (2) Product: [CH3:8][O:9][C:10](=[O:52])[CH2:11][C:12]1[CH:13]=[N:14][CH:15]=[C:16]([C:18]2[CH:23]=[CH:22][C:21]([C:24]([CH2:25][CH3:26])([C:27]3[CH:32]=[CH:31][C:30]([CH2:33][CH2:34][C:35]([OH:44])([C:36]([F:37])([F:39])[F:38])[C:40]([F:42])([F:43])[F:41])=[C:29]([CH3:48])[CH:28]=3)[CH2:49][CH3:50])=[CH:20][C:19]=2[CH3:51])[CH:17]=1. Reactant: FC(F)(F)C(O)=O.[CH3:8][O:9][C:10](=[O:52])[CH2:11][C:12]1[CH:13]=[N:14][CH:15]=[C:16]([C:18]2[CH:23]=[CH:22][C:21]([C:24]([CH2:49][CH3:50])([C:27]3[CH:32]=[CH:31][C:30]([CH2:33][CH2:34][C:35]([O:44]COC)([C:40]([F:43])([F:42])[F:41])[C:36]([F:39])([F:38])[F:37])=[C:29]([CH3:48])[CH:28]=3)[CH2:25][CH3:26])=[CH:20][C:19]=2[CH3:51])[CH:17]=1. The catalyst class is: 4. (3) Reactant: [Cl:1][C:2]1[CH:7]=[CH:6][C:5]([C:8]2[CH:13]=[CH:12][CH:11]=[C:10]([CH2:14][NH:15][CH2:16][C:17]3[CH:22]=[CH:21][C:20]([F:23])=[CH:19][CH:18]=3)[C:9]=2[O:24][CH3:25])=[CH:4][CH:3]=1.C(N(CC)CC)C.[Cl:33][C:34]1[C:35]([OH:45])=[C:36]([S:41](Cl)(=[O:43])=[O:42])[CH:37]=[C:38]([Cl:40])[CH:39]=1. Product: [Cl:33][C:34]1[C:35]([OH:45])=[C:36]([S:41]([N:15]([CH2:14][C:10]2[C:9]([O:24][CH3:25])=[C:8]([C:5]3[CH:6]=[CH:7][C:2]([Cl:1])=[CH:3][CH:4]=3)[CH:13]=[CH:12][CH:11]=2)[CH2:16][C:17]2[CH:18]=[CH:19][C:20]([F:23])=[CH:21][CH:22]=2)(=[O:43])=[O:42])[CH:37]=[C:38]([Cl:40])[CH:39]=1. The catalyst class is: 2. (4) Reactant: C(OC([N:8]1[CH2:13][CH2:12][CH:11]([C:14](=[O:33])[NH:15][C:16]2[S:17][C:18]3[C:24]([N:25]4[CH2:30][CH2:29][O:28][CH2:27][CH2:26]4)=[CH:23][CH:22]=[C:21]([O:31][CH3:32])[C:19]=3[N:20]=2)[CH2:10][CH2:9]1)=O)(C)(C)C. Product: [CH3:32][O:31][C:21]1[C:19]2[N:20]=[C:16]([NH:15][C:14]([CH:11]3[CH2:10][CH2:9][NH:8][CH2:13][CH2:12]3)=[O:33])[S:17][C:18]=2[C:24]([N:25]2[CH2:26][CH2:27][O:28][CH2:29][CH2:30]2)=[CH:23][CH:22]=1. The catalyst class is: 55. (5) Reactant: FC(F)(F)C(O)=O.[CH3:8][O:9][C:10](=[O:30])[CH2:11][C:12]1[C:21]([CH3:22])=[C:20]([CH:23]2[CH2:28][CH2:27][NH:26][CH2:25][CH2:24]2)[C:19]2[C:14](=[CH:15][CH:16]=[C:17]([F:29])[CH:18]=2)[CH:13]=1.C(N(CC)C(C)C)(C)C.[CH:40]1([S:45](Cl)(=[O:47])=[O:46])[CH2:44][CH2:43][CH2:42][CH2:41]1. Product: [CH3:8][O:9][C:10](=[O:30])[CH2:11][C:12]1[C:21]([CH3:22])=[C:20]([CH:23]2[CH2:24][CH2:25][N:26]([S:45]([CH:40]3[CH2:44][CH2:43][CH2:42][CH2:41]3)(=[O:47])=[O:46])[CH2:27][CH2:28]2)[C:19]2[C:14](=[CH:15][CH:16]=[C:17]([F:29])[CH:18]=2)[CH:13]=1. The catalyst class is: 34.